This data is from Forward reaction prediction with 1.9M reactions from USPTO patents (1976-2016). The task is: Predict the product of the given reaction. (1) Given the reactants CS(O[CH:6]([CH2:21][CH3:22])[CH2:7][CH2:8][CH:9](OS(C)(=O)=O)[C:10]1[CH:15]=[CH:14][CH:13]=[CH:12][CH:11]=1)(=O)=O.[NH2:23][C:24]1[CH:31]=[CH:30][C:27]([C:28]#[N:29])=[C:26]([Cl:32])[CH:25]=1, predict the reaction product. The product is: [Cl:32][C:26]1[CH:25]=[C:24]([N:23]2[CH:9]([C:10]3[CH:15]=[CH:14][CH:13]=[CH:12][CH:11]=3)[CH2:8][CH2:7][CH:6]2[CH2:21][CH3:22])[CH:31]=[CH:30][C:27]=1[C:28]#[N:29]. (2) Given the reactants [Cl:1][C:2]1[CH:8]=[CH:7][C:5]([NH2:6])=[C:4]([N:9]2[CH2:14][CH2:13][N:12]([CH2:15][CH2:16][C:17]([F:20])([F:19])[F:18])[CH2:11][CH2:10]2)[CH:3]=1.[N:21]1([C:26]2[CH:34]=[CH:33][C:29]([C:30](O)=[O:31])=[CH:28][CH:27]=2)[CH:25]=[CH:24][CH:23]=[CH:22]1, predict the reaction product. The product is: [Cl:1][C:2]1[CH:8]=[CH:7][C:5]([NH:6][C:30](=[O:31])[C:29]2[CH:33]=[CH:34][C:26]([N:21]3[CH:25]=[CH:24][CH:23]=[CH:22]3)=[CH:27][CH:28]=2)=[C:4]([N:9]2[CH2:14][CH2:13][N:12]([CH2:15][CH2:16][C:17]([F:19])([F:18])[F:20])[CH2:11][CH2:10]2)[CH:3]=1. (3) Given the reactants Cl.[CH:2]1([CH:8]2[CH2:13][CH2:12][CH2:11][N:10]([CH2:14][C@H:15]3[CH2:20][CH2:19][CH2:18][CH2:17][C@@H:16]3[NH2:21])[CH2:9]2)[CH2:7][CH2:6][CH2:5][CH2:4][CH2:3]1.[N:22]1([C:27]2[CH:35]=[CH:34][C:30]([C:31](O)=[O:32])=[CH:29][N:28]=2)[CH:26]=[CH:25][CH:24]=[N:23]1.CN(C(ON1N=NC2C=CC=NC1=2)=[N+](C)C)C.F[P-](F)(F)(F)(F)F.C(N(C(C)C)CC)(C)C, predict the reaction product. The product is: [CH:2]1([CH:8]2[CH2:13][CH2:12][CH2:11][N:10]([CH2:14][C@H:15]3[CH2:20][CH2:19][CH2:18][CH2:17][C@@H:16]3[NH:21][C:31](=[O:32])[C:30]3[CH:34]=[CH:35][C:27]([N:22]4[CH:26]=[CH:25][CH:24]=[N:23]4)=[N:28][CH:29]=3)[CH2:9]2)[CH2:3][CH2:4][CH2:5][CH2:6][CH2:7]1. (4) Given the reactants [NH2:1][C:2]1[C:11]2[CH:10]=[CH:9][CH:8]=[C:7](Br)[C:6]=2[N:5]=[C:4]2[CH2:13][N:14]([CH:17]3[CH2:20][CH2:19][CH2:18]3)[C:15](=[O:16])[C:3]=12.[F:21][C:22]1[CH:27]=[CH:26][CH:25]=[C:24]([O:28][CH3:29])[C:23]=1B(O)O, predict the reaction product. The product is: [NH2:1][C:2]1[C:11]2[CH:10]=[CH:9][CH:8]=[C:7]([C:23]3[C:24]([O:28][CH3:29])=[CH:25][CH:26]=[CH:27][C:22]=3[F:21])[C:6]=2[N:5]=[C:4]2[CH2:13][N:14]([CH:17]3[CH2:20][CH2:19][CH2:18]3)[C:15](=[O:16])[C:3]=12.